The task is: Predict the reactants needed to synthesize the given product.. This data is from Full USPTO retrosynthesis dataset with 1.9M reactions from patents (1976-2016). (1) Given the product [CH3:17][C:13]1([CH3:18])[C:14]2[C:9](=[CH:8][C:7]([B:21]3[O:25][C:24]([CH3:27])([CH3:26])[C:23]([CH3:29])([CH3:28])[O:22]3)=[CH:16][CH:15]=2)[CH2:10][CH2:11][O:12]1, predict the reactants needed to synthesize it. The reactants are: FC(F)(F)S(O[C:7]1[CH:8]=[C:9]2[C:14](=[CH:15][CH:16]=1)[C:13]([CH3:18])([CH3:17])[O:12][CH2:11][CH2:10]2)(=O)=O.[B:21]1([B:21]2[O:25][C:24]([CH3:27])([CH3:26])[C:23]([CH3:29])([CH3:28])[O:22]2)[O:25][C:24]([CH3:27])([CH3:26])[C:23]([CH3:29])([CH3:28])[O:22]1.CC([O-])=O.[K+]. (2) The reactants are: C([S@@]([NH:7][C@@H:8]1[C:16]2[C:11](=[CH:12][CH:13]=[CH:14][C:15]=2[F:17])[CH2:10][C@H:9]1[C:18]([O:20][C:21](C)(C)C)=[O:19])=O)(C)(C)C.Cl.CO. Given the product [NH2:7][C@@H:8]1[C:16]2[C:11](=[CH:12][CH:13]=[CH:14][C:15]=2[F:17])[CH2:10][C@H:9]1[C:18]([O:20][CH3:21])=[O:19], predict the reactants needed to synthesize it. (3) The reactants are: [CH3:1][S:2][C:3]1[N:4]=[CH:5][N:6]2[CH:10]=[C:9]([Sn](CCCC)(CCCC)CCCC)[S:8][C:7]=12.[I:24]N1C(=O)CCC1=O.C(OCC)(=O)C. Given the product [I:24][C:9]1[S:8][C:7]2=[C:3]([S:2][CH3:1])[N:4]=[CH:5][N:6]2[CH:10]=1, predict the reactants needed to synthesize it. (4) Given the product [N:1]1[CH:6]=[CH:5][CH:4]=[CH:3][C:2]=1[CH2:7][NH:8][CH2:9][C:10]1[S:14][C:13]([C:15]([NH:17][C@@H:18]([CH2:19][CH2:20][CH2:21][NH:22][CH:38]2[C:39]3[N:30]=[CH:31][CH:32]=[CH:33][C:34]=3[CH2:35][CH2:36][CH2:37]2)[C:23]([OH:25])=[O:24])=[O:16])=[CH:12][CH:11]=1, predict the reactants needed to synthesize it. The reactants are: [N:1]1[CH:6]=[CH:5][CH:4]=[CH:3][C:2]=1[CH2:7][NH:8][CH2:9][C:10]1[S:14][C:13]([C:15]([NH:17][C@H:18]([C:23]([OH:25])=[O:24])[CH2:19][CH2:20][CH2:21][NH2:22])=[O:16])=[CH:12][CH:11]=1.C(O)(=O)C.[N:30]1[C:39]2[C:38](=O)[CH2:37][CH2:36][CH2:35][C:34]=2[CH:33]=[CH:32][CH:31]=1.C([BH3-])#N.[Na+]. (5) Given the product [CH2:1]([O:8][C:9](=[O:33])[CH2:10][CH2:11][O:12][C:13]1[CH:18]=[C:17]([NH2:19])[C:16]([C:22]([N:24]2[CH2:28][CH2:27][CH2:26][CH:25]2[CH2:29][OH:30])=[O:23])=[CH:15][C:14]=1[O:31][CH3:32])[C:2]1[CH:3]=[CH:4][CH:5]=[CH:6][CH:7]=1, predict the reactants needed to synthesize it. The reactants are: [CH2:1]([O:8][C:9](=[O:33])[CH2:10][CH2:11][O:12][C:13]1[CH:18]=[C:17]([N+:19]([O-])=O)[C:16]([C:22]([N:24]2[CH2:28][CH2:27][CH2:26][CH:25]2[CH2:29][OH:30])=[O:23])=[CH:15][C:14]=1[O:31][CH3:32])[C:2]1[CH:7]=[CH:6][CH:5]=[CH:4][CH:3]=1.[Sn](Cl)(Cl)(Cl)Cl. (6) Given the product [Br:16][CH2:13][C:14]1[N:3]=[N:2][N:1]([C:4]2[CH:9]=[CH:8][C:7]([NH2:10])=[CH:6][CH:5]=2)[CH:15]=1.[Br:16][CH2:13][C:14]1[N:1]([C:4]2[CH:9]=[CH:8][C:7]([NH2:10])=[CH:6][CH:5]=2)[N:2]=[N:3][CH:15]=1, predict the reactants needed to synthesize it. The reactants are: [N:1]([C:4]1[CH:9]=[CH:8][C:7]([N+:10]([O-])=O)=[CH:6][CH:5]=1)=[N+:2]=[N-:3].[CH2:13]([Br:16])[C:14]#[CH:15]. (7) Given the product [CH:11]1[C:12]2[C:16]3[CH:17]=[CH:18][CH:19]=[CH:20][C:15]=3[O:14][C:13]=2[C:8]([C:4]2[CH:3]=[C:2]([B:21]3[O:25][C:24]([CH3:27])([CH3:26])[C:23]([CH3:29])([CH3:28])[O:22]3)[CH:7]=[CH:6][CH:5]=2)=[CH:9][CH:10]=1, predict the reactants needed to synthesize it. The reactants are: Br[C:2]1[CH:3]=[C:4]([C:8]2[C:13]3[O:14][C:15]4[CH:20]=[CH:19][CH:18]=[CH:17][C:16]=4[C:12]=3[CH:11]=[CH:10][CH:9]=2)[CH:5]=[CH:6][CH:7]=1.[B:21]1([B:21]2[O:25][C:24]([CH3:27])([CH3:26])[C:23]([CH3:29])([CH3:28])[O:22]2)[O:25][C:24]([CH3:27])([CH3:26])[C:23]([CH3:29])([CH3:28])[O:22]1.C([O-])(=O)C.[K+]. (8) Given the product [CH3:1][O:2][C:3]1[CH:12]=[CH:11][C:10]([N:13]2[CH:17]=[N:16][N:15]=[N:14]2)=[CH:9][C:4]=1[C:5]([OH:7])=[O:6], predict the reactants needed to synthesize it. The reactants are: [CH3:1][O:2][C:3]1[CH:12]=[CH:11][C:10]([N:13]2[CH:17]=[N:16][N:15]=[N:14]2)=[CH:9][C:4]=1[C:5]([O:7]C)=[O:6].CO.[OH-].[Na+]. (9) Given the product [Br:35][CH2:36][CH2:37][CH2:38][C:39]([NH:1][C:2]1[N:34]=[C:5]2[C:6]([C:24]3[CH:29]=[CH:28][CH:27]=[C:26]([C:30]([F:32])([F:33])[F:31])[CH:25]=3)=[C:7]([CH3:23])[C:8]([C:10]3[N:14]([C:15]4[CH:16]=[CH:17][C:18]([C:19]#[N:20])=[CH:21][CH:22]=4)[N:13]=[CH:12][CH:11]=3)=[CH:9][N:4]2[N:3]=1)=[O:40], predict the reactants needed to synthesize it. The reactants are: [NH2:1][C:2]1[N:34]=[C:5]2[C:6]([C:24]3[CH:29]=[CH:28][CH:27]=[C:26]([C:30]([F:33])([F:32])[F:31])[CH:25]=3)=[C:7]([CH3:23])[C:8]([C:10]3[N:14]([C:15]4[CH:22]=[CH:21][C:18]([C:19]#[N:20])=[CH:17][CH:16]=4)[N:13]=[CH:12][CH:11]=3)=[CH:9][N:4]2[N:3]=1.[Br:35][CH2:36][CH2:37][CH2:38][C:39](Cl)=[O:40].C(N(CC)CC)C.ClCC(NC1N=C2C(C3C=CC=C(C(F)(F)F)C=3)=C(C)C(C3N(C4C=CC(C#N)=CC=4)N=CC=3)=CN2N=1)=O. (10) Given the product [CH3:9][O:8][C:7]1[CH:6]=[CH:5][C:4]([C:10]([CH3:14])([CH3:13])[CH2:11][OH:12])=[CH:3][C:2]=1[B:23]1[O:27][C:26]([CH3:29])([CH3:28])[C:25]([CH3:31])([CH3:30])[O:24]1, predict the reactants needed to synthesize it. The reactants are: I[C:2]1[CH:3]=[C:4]([C:10]([CH3:14])([CH3:13])[CH2:11][OH:12])[CH:5]=[CH:6][C:7]=1[O:8][CH3:9].C(Cl)Cl.CC([O-])=O.[K+].[B:23]1([B:23]2[O:27][C:26]([CH3:29])([CH3:28])[C:25]([CH3:31])([CH3:30])[O:24]2)[O:27][C:26]([CH3:29])([CH3:28])[C:25]([CH3:31])([CH3:30])[O:24]1.